Dataset: Antibody developability classification from SAbDab with 2,409 antibodies. Task: Regression/Classification. Given an antibody's heavy chain and light chain sequences, predict its developability. TAP uses regression for 5 developability metrics; SAbDab uses binary classification. (1) The antibody is ['EVQLVETGGGVVQPGRSLRLSCTASGFTFRDYWMSWVRQAPGKGLEWVADINPDGITRYYIDAVKGRFTISRDNAKSSLYLQMNSLGAEDTAVYYCAREFHSGLGWHFDLWGRGTLVTVSS', 'SYVLTQPPSVSVAPGQTARITCGGTNIGDISVHWYQQRPGQAPLVVVYDDSDRPSGIPERFSGSNSGNTATLTISRVEAGDEADYYCQVWDDSINAYVFGTGTKVTVL']. Result: 0 (not developable). (2) The antibody is ['2r2e', 'PROT_3C89CF21']. Result: 1 (developable). (3) The antibody is ['6ck9', '5v7j_L']. Result: 0 (not developable). (4) The antibody is ['EVQLVESGGGLVQPGGSLRLSCAASGFNISYSSIHWVRQAPGKGLEWVASIYSYSGYTSYADSVKGRFTISADTSKNTAYLQMNSLRAEDTAVYYCARSYWYHVGSWHYTGMDYWGQGTLVTVSS', 'DIQMTQSPSSLSASVGDRVTITCRASQSVSSAVAWYQQKPGKAPKLLIYSASSLYSGVPSRFSGSRSGTDFTLTISSLQPEDFATYYCQQSSSSLITFGQGTKVEIK']. Result: 0 (not developable). (5) The antibody is ['EVKLVESEGGLVQPGSSMKLSCTASGFTFSDYYMAWVRQVPEKGLEWVANINYDGSSTYYLDSLKGRFIISRDIAKNILYLQMSSLRCEDTATYYCARLTNGYLDVWGAGTTVTVSS', 'DVVMTQTPLSLPVSLGDQASISCRSSQSLVHSNGNTYLHWYLQKPGQSPNLLIYKVSNRFSGVPDRFSGSGSGTDFTLKISRVEAEDLGVYFCSQSTHVPTFGGGTKLEIK']. Result: 0 (not developable). (6) The antibody is ['LINLVESGGGVVQPGRSLRLSCAASGFTFSRYGMHWVRQAPGKGLEWVAVVSSDGRTTYYADSVKGRFTISRDNSKNTLYLQMNSLRAEDTAVFYCAKEGGDNKFSFDYWGQGTLVTVSS', 'AGQLTQSPATLSLSPGERATLSCRASQSVTNYLAWYQQKPGQAPRLLIYGASNRATGIPARFSGSGSGTDFTLTISSLEPEDFAVYYCQQRDNWPPDATFGQGTKVEIK']. Result: 0 (not developable).